This data is from Peptide-MHC class I binding affinity with 185,985 pairs from IEDB/IMGT. The task is: Regression. Given a peptide amino acid sequence and an MHC pseudo amino acid sequence, predict their binding affinity value. This is MHC class I binding data. (1) The peptide sequence is VFAQVKQMY. The MHC is HLA-A24:02 with pseudo-sequence HLA-A24:02. The binding affinity (normalized) is 0.170. (2) The peptide sequence is HVLSLVFGK. The MHC is HLA-B27:05 with pseudo-sequence HLA-B27:05. The binding affinity (normalized) is 0.341. (3) The peptide sequence is SVFHEHIFK. The MHC is HLA-A03:01 with pseudo-sequence HLA-A03:01. The binding affinity (normalized) is 0.663. (4) The peptide sequence is MTDKTPVHS. The MHC is HLA-A01:01 with pseudo-sequence HLA-A01:01. The binding affinity (normalized) is 0.188. (5) The peptide sequence is GQWDGWVWL. The MHC is HLA-A02:01 with pseudo-sequence HLA-A02:01. The binding affinity (normalized) is 0.781.